From a dataset of Reaction yield outcomes from USPTO patents with 853,638 reactions. Predict the reaction yield, written as a fraction of the theoretical maximum amount of product (1.0 means a 100% yield; for example, 0.34 means a 34% yield). (1) The reactants are [C:1](Cl)(=[O:5])[C:2](Cl)=O.[NH3:7].[C:8]1([CH3:14])[CH:13]=[CH:12][CH:11]=[CH:10][CH:9]=1. No catalyst specified. The product is [C:8]1([CH3:14])[CH:13]=[CH:12][C:11]([C:12]2[CH:13]=[CH:8][CH:9]=[CH:10][C:2]=2[C:1]([NH2:7])=[O:5])=[CH:10][CH:9]=1. The yield is 0.840. (2) The reactants are Br[C:2]1[CH:3]=[C:4]([NH:10][C:11]2[CH:16]=[CH:15][C:14]([N:17]3[CH2:22][CH2:21][N:20]([CH:23]4[CH2:26][O:25][CH2:24]4)[CH2:19][C@@H:18]3[CH2:27][CH3:28])=[CH:13][N:12]=2)[C:5](=[O:9])[N:6]([CH3:8])[CH:7]=1.[B:29]1([B:29]2[O:33][C:32]([CH3:35])([CH3:34])[C:31]([CH3:37])([CH3:36])[O:30]2)[O:33][C:32]([CH3:35])([CH3:34])[C:31]([CH3:37])([CH3:36])[O:30]1.CC(C1C=C(C(C)C)C(C2C=CC=CC=2P(C2CCCCC2)C2CCCCC2)=C(C(C)C)C=1)C.C([O-])(=O)C.[K+]. The catalyst is C1C=CC(/C=C/C(/C=C/C2C=CC=CC=2)=O)=CC=1.C1C=CC(/C=C/C(/C=C/C2C=CC=CC=2)=O)=CC=1.C1C=CC(/C=C/C(/C=C/C2C=CC=CC=2)=O)=CC=1.[Pd].[Pd].O1CCOCC1. The product is [CH2:27]([C@H:18]1[CH2:19][N:20]([CH:23]2[CH2:26][O:25][CH2:24]2)[CH2:21][CH2:22][N:17]1[C:14]1[CH:15]=[CH:16][C:11]([NH:10][C:4]2[C:5](=[O:9])[N:6]([CH3:8])[CH:7]=[C:2]([B:29]3[O:33][C:32]([CH3:35])([CH3:34])[C:31]([CH3:37])([CH3:36])[O:30]3)[CH:3]=2)=[N:12][CH:13]=1)[CH3:28]. The yield is 0.840.